Predict the reaction yield, written as a fraction of the theoretical maximum amount of product (1.0 means a 100% yield; for example, 0.34 means a 34% yield). From a dataset of Reaction yield outcomes from USPTO patents with 853,638 reactions. (1) The reactants are [Cl:1][C:2]1[CH:3]=[C:4]([CH:9](O)[CH2:10][N:11]([CH2:13][C:14]2[CH:19]=[CH:18][C:17]([F:20])=[C:16]([O:21][CH3:22])[CH:15]=2)[CH3:12])[CH:5]=[CH:6][C:7]=1[Cl:8].S(=O)(=O)(O)O. The catalyst is C(Cl)Cl. The product is [Cl:1][C:2]1[CH:3]=[C:4]([CH:9]2[C:19]3[C:14](=[CH:15][C:16]([O:21][CH3:22])=[C:17]([F:20])[CH:18]=3)[CH2:13][N:11]([CH3:12])[CH2:10]2)[CH:5]=[CH:6][C:7]=1[Cl:8]. The yield is 0.980. (2) The reactants are [OH:1][CH2:2][C:3]1([CH3:16])[CH2:8][CH2:7][CH2:6][N:5]([C:9]([O:11][C:12]([CH3:15])([CH3:14])[CH3:13])=[O:10])[CH2:4]1.CS(C)=O.CCN(CC)CC. The catalyst is C(Cl)Cl.CCOCC. The product is [CH:2]([C:3]1([CH3:16])[CH2:8][CH2:7][CH2:6][N:5]([C:9]([O:11][C:12]([CH3:15])([CH3:14])[CH3:13])=[O:10])[CH2:4]1)=[O:1]. The yield is 0.860. (3) The reactants are C[O:2][C:3](=[O:46])[CH2:4][C@H:5]([OH:45])[CH2:6][C@H:7]([OH:44])[CH2:8][CH2:9][C:10]1[N:11]([CH:41]([CH3:43])[CH3:42])[C:12]([C:28](=[O:40])[NH:29][C:30]2[CH:35]=[CH:34][CH:33]=[C:32]([S:36](=[O:39])(=[O:38])[NH2:37])[CH:31]=2)=[C:13]([C:22]2[CH:27]=[CH:26][CH:25]=[CH:24][CH:23]=2)[C:14]=1[C:15]1[CH:20]=[CH:19][C:18]([F:21])=[CH:17][CH:16]=1.C(O)C.O.[OH-].[Na+:52]. The catalyst is CO.C(Cl)Cl. The product is [Na+:52].[F:21][C:18]1[CH:17]=[CH:16][C:15]([C:14]2[C:13]([C:22]3[CH:23]=[CH:24][CH:25]=[CH:26][CH:27]=3)=[C:12]([C:28](=[O:40])[NH:29][C:30]3[CH:35]=[CH:34][CH:33]=[C:32]([S:36](=[O:38])(=[O:39])[NH2:37])[CH:31]=3)[N:11]([CH:41]([CH3:43])[CH3:42])[C:10]=2[CH2:9][CH2:8][C@@H:7]([OH:44])[CH2:6][C@@H:5]([OH:45])[CH2:4][C:3]([O-:46])=[O:2])=[CH:20][CH:19]=1. The yield is 0.970. (4) The reactants are [C-:1]#[N:2].[Na+].[CH3:4][C:5]1[CH:6]=[C:7]([CH:10]=[C:11]([CH3:25])[C:12]=1[O:13][C:14]1[CH:19]=[CH:18][C:17]([O:20][CH3:21])=[C:16]([CH:22]([CH3:24])[CH3:23])[CH:15]=1)[CH2:8]Br. The catalyst is O.C(O)C. The product is [CH3:4][C:5]1[CH:6]=[C:7]([CH2:8][C:1]#[N:2])[CH:10]=[C:11]([CH3:25])[C:12]=1[O:13][C:14]1[CH:19]=[CH:18][C:17]([O:20][CH3:21])=[C:16]([CH:22]([CH3:24])[CH3:23])[CH:15]=1. The yield is 0.850. (5) The reactants are [O:1]1[C:6]2[CH:7]=[CH:8][C:9]([CH:11]=O)=[CH:10][C:5]=2[O:4][CH2:3][CH2:2]1.[N+:13]([CH3:16])([O-:15])=[O:14].C([O-])(=O)C.[NH4+].O. The catalyst is C(O)(=O)C. The product is [N+:13]([CH:16]=[CH:11][C:9]1[CH:8]=[CH:7][C:6]2[O:1][CH2:2][CH2:3][O:4][C:5]=2[CH:10]=1)([O-:15])=[O:14]. The yield is 0.610. (6) The reactants are [Br:1][C:2]1[CH:3]=[C:4]([O:17][CH:18]([CH3:20])[CH3:19])[C:5]([CH3:16])=[C:6]([CH:15]=1)[CH2:7][NH:8][CH2:9][CH:10]([O:13][CH3:14])[O:11][CH3:12].C([O-])([O-])=O.[Na+].[Na+].[S:27](Cl)([C:30]1[CH:36]=[CH:35][C:33]([CH3:34])=[CH:32][CH:31]=1)(=[O:29])=[O:28]. The catalyst is C1COCC1.O. The product is [Br:1][C:2]1[CH:3]=[C:4]([O:17][CH:18]([CH3:20])[CH3:19])[C:5]([CH3:16])=[C:6]([CH:15]=1)[CH2:7][N:8]([CH2:9][CH:10]([O:11][CH3:12])[O:13][CH3:14])[S:27]([C:30]1[CH:36]=[CH:35][C:33]([CH3:34])=[CH:32][CH:31]=1)(=[O:29])=[O:28]. The yield is 0.930. (7) The reactants are [NH2:1][C:2]1[CH:7]=[CH:6][C:5]([OH:8])=[CH:4][C:3]=1[O:9][CH3:10].[H-].[Na+].[NH2:13][C:14]1[CH:19]=[C:18](Cl)[CH:17]=[CH:16][N:15]=1.C(OCC)C. The catalyst is CS(C)=O. The product is [NH2:13][C:14]1[CH:19]=[C:18]([O:8][C:5]2[CH:6]=[CH:7][C:2]([NH2:1])=[C:3]([O:9][CH3:10])[CH:4]=2)[CH:17]=[CH:16][N:15]=1. The yield is 0.340. (8) The reactants are Cl.[CH2:2]([N:4]1[CH2:20][C:19]([CH3:22])([CH3:21])[O:18][C:6]2([CH2:11][CH2:10][N:9](C(=O)C(F)(F)F)[CH2:8][CH2:7]2)[CH2:5]1)[CH3:3].[OH-].[Li+].O. The catalyst is C1COCC1. The product is [CH2:2]([N:4]1[CH2:5][C:6]2([CH2:11][CH2:10][NH:9][CH2:8][CH2:7]2)[O:18][C:19]([CH3:21])([CH3:22])[CH2:20]1)[CH3:3]. The yield is 0.810. (9) The reactants are O[C:2]1[C:6]([CH3:8])([CH3:7])[O:5][C:4](=[O:9])[CH:3]=1.C(Br)(=O)C([Br:13])=O. The catalyst is ClCCCl.CN(C=O)C. The product is [Br:13][C:2]1[C:6]([CH3:8])([CH3:7])[O:5][C:4](=[O:9])[CH:3]=1. The yield is 0.860.